This data is from Human liver microsome stability data. The task is: Regression/Classification. Given a drug SMILES string, predict its absorption, distribution, metabolism, or excretion properties. Task type varies by dataset: regression for continuous measurements (e.g., permeability, clearance, half-life) or binary classification for categorical outcomes (e.g., BBB penetration, CYP inhibition). Dataset: hlm. The drug is Cc1nc(C(=O)N2CCCCC2CNC(=O)c2cccc3occc23)c(-c2ccc(F)cc2)s1. The result is 0 (unstable in human liver microsomes).